This data is from Reaction yield outcomes from USPTO patents with 853,638 reactions. The task is: Predict the reaction yield, written as a fraction of the theoretical maximum amount of product (1.0 means a 100% yield; for example, 0.34 means a 34% yield). (1) The reactants are Br[CH:2]([C:7]1[CH:8]=[C:9]([Cl:15])[C:10]([Cl:14])=[C:11]([Cl:13])[CH:12]=1)[C:3]([F:6])([F:5])[F:4].[CH:16]([C:18]1[CH:19]=[C:20]2[C:24](=[CH:25][CH:26]=1)[C:23](=[O:27])[CH2:22][CH2:21]2)=[CH2:17].N1C=CC=CC=1C1C=CC=CN=1. The catalyst is ClC1C=CC=CC=1Cl.Cl[Cu]. The product is [F:4][C:3]([F:6])([F:5])[CH:2]([C:7]1[CH:8]=[C:9]([Cl:15])[C:10]([Cl:14])=[C:11]([Cl:13])[CH:12]=1)/[CH:17]=[CH:16]/[C:18]1[CH:19]=[C:20]2[C:24](=[CH:25][CH:26]=1)[C:23](=[O:27])[CH2:22][CH2:21]2. The yield is 0.250. (2) The reactants are [NH2:1][CH2:2][CH2:3][CH2:4][CH2:5][CH2:6][C:7]([OH:9])=[O:8].C(N(CC)CC)C.[F:17][C:18]([F:25])([F:24])[C:19](OCC)=[O:20]. The catalyst is CO. The product is [F:17][C:18]([F:25])([F:24])[C:19]([NH:1][CH2:2][CH2:3][CH2:4][CH2:5][CH2:6][C:7]([OH:9])=[O:8])=[O:20]. The yield is 0.840. (3) The reactants are [CH3:1][O:2][C:3](=[O:27])[C:4]1[C:5](=[C:10]([CH3:26])[C:11]([O:18][S:19]([C:22]([F:25])([F:24])[F:23])(=[O:21])=[O:20])=[CH:12][C:13]=1[O:14]CC=C)[C:6]([O:8][CH3:9])=[O:7].C(NCC)C. The catalyst is C1(C)C=CC=CC=1. The product is [CH3:1][O:2][C:3](=[O:27])[C:4]1[C:5](=[C:10]([CH3:26])[C:11]([O:18][S:19]([C:22]([F:23])([F:25])[F:24])(=[O:21])=[O:20])=[CH:12][C:13]=1[OH:14])[C:6]([O:8][CH3:9])=[O:7]. The yield is 0.550. (4) The reactants are [CH2:1]([N:4]1[C:12]2[C:11](=[O:13])[NH:10][C:9](=[O:14])[N:8]([CH2:15][CH3:16])[C:7]=2[N:6]=[C:5]1[Cl:17])[CH:2]=[CH2:3].Br[CH2:19][CH2:20][CH2:21][O:22][Si:23]([C:26]([CH3:29])([CH3:28])[CH3:27])([CH3:25])[CH3:24].C(=O)([O-])[O-].[K+].[K+]. The catalyst is CN(C=O)C.CCCC[N+](CCCC)(CCCC)CCCC.[I-]. The product is [CH2:1]([N:4]1[C:12]2[C:11](=[O:13])[N:10]([CH2:19][CH2:20][CH2:21][O:22][Si:23]([C:26]([CH3:27])([CH3:29])[CH3:28])([CH3:24])[CH3:25])[C:9](=[O:14])[N:8]([CH2:15][CH3:16])[C:7]=2[N:6]=[C:5]1[Cl:17])[CH:2]=[CH2:3]. The yield is 0.516. (5) The reactants are [NH2:1][C:2]1[C:15]([NH2:16])=[CH:14][CH:13]=[CH:12][C:3]=1[C:4]([NH:6][C:7]1[NH:8][CH:9]=[CH:10][N:11]=1)=[O:5].Cl[C:18](Cl)(Cl)[C:19](N)=[O:20].Cl.[Li+].[OH-:26]. The catalyst is C(O)(=O)C.CO.C1COCC1. The product is [NH:11]1[CH:10]=[CH:9][N:8]=[C:7]1[NH:6][C:4]([C:3]1[C:2]2[N:1]=[C:18]([C:19]([OH:20])=[O:26])[NH:16][C:15]=2[CH:14]=[CH:13][CH:12]=1)=[O:5]. The yield is 0.400. (6) The reactants are [S:1]1[CH:5]=[CH:4][C:3]2[CH:6]=[CH:7][C:8]([OH:10])=[CH:9][C:2]1=2.[CH3:11][C:12]([CH3:17])([CH3:16])[C:13](Cl)=[O:14]. The catalyst is N1C=CC=CC=1. The product is [S:1]1[CH:5]=[CH:4][C:3]2[CH:6]=[CH:7][C:8]([O:10][C:13](=[O:14])[C:12]([CH3:17])([CH3:16])[CH3:11])=[CH:9][C:2]1=2. The yield is 0.980.